This data is from Full USPTO retrosynthesis dataset with 1.9M reactions from patents (1976-2016). The task is: Predict the reactants needed to synthesize the given product. (1) Given the product [F:6][C:7]1[CH:8]=[CH:9][C:10]([C@@H:13]2[N:18]3[C:19](=[O:24])[CH:20]([I:33])[CH2:21][CH2:22][CH2:23][C@@H:17]3[CH2:16][CH2:15][CH2:14]2)=[CH:11][CH:12]=1, predict the reactants needed to synthesize it. The reactants are: I[Si](C)(C)C.[F:6][C:7]1[CH:12]=[CH:11][C:10]([C@@H:13]2[N:18]3[C:19](=[O:24])[CH2:20][CH2:21][CH2:22][CH2:23][C@@H:17]3[CH2:16][CH2:15][CH2:14]2)=[CH:9][CH:8]=1.CN(C)CCN(C)C.[I:33]I.S([O-])([O-])(=O)=S.[Na+].[Na+]. (2) Given the product [Cl:1][C:2]1[CH:7]=[CH:6][C:5]([NH:8][C:9](=[O:25])[CH2:10][CH2:11][C:12]2[CH:13]=[CH:14][C:15]([CH2:18][C:19]3[CH:20]=[CH:21][N:22]=[CH:23][CH:24]=3)=[CH:16][CH:17]=2)=[CH:4][C:3]=1[C:26]([F:29])([F:27])[F:28], predict the reactants needed to synthesize it. The reactants are: [Cl:1][C:2]1[CH:7]=[CH:6][C:5]([NH:8][C:9](=[O:25])/[CH:10]=[CH:11]/[C:12]2[CH:17]=[CH:16][C:15]([CH2:18][C:19]3[CH:24]=[CH:23][N:22]=[CH:21][CH:20]=3)=[CH:14][CH:13]=2)=[CH:4][C:3]=1[C:26]([F:29])([F:28])[F:27]. (3) The reactants are: [F:1][C:2]1[C:3]([NH:28][C:29](=[O:35])[O:30][C:31]([CH3:34])([CH3:33])[CH3:32])=[N:4][CH:5]=[C:6]([C:8]2[CH:9]=[C:10]3[C:16](I)=[CH:15][N:14]([S:18]([C:21]4[CH:27]=[CH:26][C:24]([CH3:25])=[CH:23][CH:22]=4)(=[O:20])=[O:19])[C:11]3=[N:12][CH:13]=2)[CH:7]=1.[F:36][C:37]1[CH:38]=[C:39]([CH:55]=[CH:56][CH:57]=1)[CH2:40][N:41]1[CH:45]=[C:44](B2OC(C)(C)C(C)(C)O2)[CH:43]=[N:42]1.C(=O)([O-])[O-].[Na+].[Na+]. Given the product [F:1][C:2]1[C:3]([NH:28][C:29](=[O:35])[O:30][C:31]([CH3:34])([CH3:33])[CH3:32])=[N:4][CH:5]=[C:6]([C:8]2[CH:9]=[C:10]3[C:16]([C:44]4[CH:43]=[N:42][N:41]([CH2:40][C:39]5[CH:55]=[CH:56][CH:57]=[C:37]([F:36])[CH:38]=5)[CH:45]=4)=[CH:15][N:14]([S:18]([C:21]4[CH:27]=[CH:26][C:24]([CH3:25])=[CH:23][CH:22]=4)(=[O:20])=[O:19])[C:11]3=[N:12][CH:13]=2)[CH:7]=1, predict the reactants needed to synthesize it. (4) The reactants are: [OH:1][C:2]1[CH:10]=[CH:9][C:8]([S:11]([OH:13])=[O:12])=[CH:7][C:3]=1[C:4]([OH:6])=[O:5].C(N(CC)CC)C.[Cl:21][CH2:22][CH2:23][CH2:24]I. Given the product [Cl:21][CH2:22][CH2:23][CH2:24][S:11]([C:8]1[CH:9]=[CH:10][C:2]([OH:1])=[C:3]([CH:7]=1)[C:4]([OH:6])=[O:5])(=[O:13])=[O:12], predict the reactants needed to synthesize it. (5) Given the product [Br:16][CH2:2][C:1]([C:4]1[C:5](=[O:15])[O:6][C:7]2[C:12]([CH:13]=1)=[CH:11][CH:10]=[C:9]([F:14])[CH:8]=2)=[O:3], predict the reactants needed to synthesize it. The reactants are: [C:1]([C:4]1[C:5](=[O:15])[O:6][C:7]2[C:12]([CH:13]=1)=[CH:11][CH:10]=[C:9]([F:14])[CH:8]=2)(=[O:3])[CH3:2].[Br:16]Br.